From a dataset of Full USPTO retrosynthesis dataset with 1.9M reactions from patents (1976-2016). Predict the reactants needed to synthesize the given product. Given the product [Cl:1][C:2]1[CH:7]=[CH:6][C:5]([O:8][C:9]2[CH:10]=[CH:11][C:12]([CH2:15][S:16][C:17]3[NH:18][CH:19]=[C:20]([CH2:24][OH:25])[C:21](=[O:23])[N:22]=3)=[CH:13][CH:14]=2)=[CH:4][C:3]=1[C:29]([F:30])([F:32])[F:31], predict the reactants needed to synthesize it. The reactants are: [Cl:1][C:2]1[CH:7]=[CH:6][C:5]([O:8][C:9]2[CH:14]=[CH:13][C:12]([CH2:15][S:16][C:17]3[NH:18][CH:19]=[C:20]([C:24](OCC)=[O:25])[C:21](=[O:23])[N:22]=3)=[CH:11][CH:10]=2)=[CH:4][C:3]=1[C:29]([F:32])([F:31])[F:30].B.CSC.